From a dataset of NCI-60 drug combinations with 297,098 pairs across 59 cell lines. Regression. Given two drug SMILES strings and cell line genomic features, predict the synergy score measuring deviation from expected non-interaction effect. (1) Drug 1: CCCS(=O)(=O)NC1=C(C(=C(C=C1)F)C(=O)C2=CNC3=C2C=C(C=N3)C4=CC=C(C=C4)Cl)F. Cell line: RXF 393. Synergy scores: CSS=51.5, Synergy_ZIP=-1.34, Synergy_Bliss=0.309, Synergy_Loewe=1.24, Synergy_HSA=2.27. Drug 2: C1CC(C1)(C(=O)O)C(=O)O.[NH2-].[NH2-].[Pt+2]. (2) Drug 1: CCC(=C(C1=CC=CC=C1)C2=CC=C(C=C2)OCCN(C)C)C3=CC=CC=C3.C(C(=O)O)C(CC(=O)O)(C(=O)O)O. Drug 2: C1CN(CCN1C(=O)CCBr)C(=O)CCBr. Cell line: HCT-15. Synergy scores: CSS=14.8, Synergy_ZIP=0.322, Synergy_Bliss=-1.89, Synergy_Loewe=-8.20, Synergy_HSA=-0.439. (3) Drug 1: C1=CC(=CC=C1C#N)C(C2=CC=C(C=C2)C#N)N3C=NC=N3. Drug 2: C1C(C(OC1N2C=NC(=NC2=O)N)CO)O. Cell line: HS 578T. Synergy scores: CSS=11.4, Synergy_ZIP=-1.99, Synergy_Bliss=3.15, Synergy_Loewe=7.36, Synergy_HSA=6.00. (4) Drug 1: C1=NC2=C(N1)C(=S)N=CN2. Drug 2: CC12CCC3C(C1CCC2OP(=O)(O)O)CCC4=C3C=CC(=C4)OC(=O)N(CCCl)CCCl.[Na+]. Cell line: NCI/ADR-RES. Synergy scores: CSS=7.92, Synergy_ZIP=-5.44, Synergy_Bliss=-0.992, Synergy_Loewe=-12.7, Synergy_HSA=-3.09. (5) Drug 1: C1=C(C(=O)NC(=O)N1)N(CCCl)CCCl. Drug 2: CCC1(CC2CC(C3=C(CCN(C2)C1)C4=CC=CC=C4N3)(C5=C(C=C6C(=C5)C78CCN9C7C(C=CC9)(C(C(C8N6C)(C(=O)OC)O)OC(=O)C)CC)OC)C(=O)OC)O.OS(=O)(=O)O. Cell line: UO-31. Synergy scores: CSS=17.8, Synergy_ZIP=-5.96, Synergy_Bliss=-0.432, Synergy_Loewe=1.29, Synergy_HSA=1.65.